Dataset: Forward reaction prediction with 1.9M reactions from USPTO patents (1976-2016). Task: Predict the product of the given reaction. (1) Given the reactants [CH3:1]C(C)=CC(N)=O.[C:8]([NH:12][C:13]([CH3:20])([CH3:19])[CH2:14][S:15]([OH:18])(=[O:17])=[O:16])(=[O:11])[CH:9]=[CH2:10].C(C=CC(N)=O)C=CC(N)=O.[OH-].[Na+:33].CCCCCCCC/C=C\CCCCCCCCOCCO.N#N.S(OOS([O-])(=O)=O)([O-])(=O)=O.[NH4+].[NH4+], predict the reaction product. The product is: [CH3:1][N:12]([CH3:13])[C:8](=[O:11])[CH:9]=[CH2:10].[Na+:33].[C:8]([NH:12][C:13]([CH3:20])([CH3:19])[CH2:14][S:15]([O-:18])(=[O:16])=[O:17])(=[O:11])[CH:9]=[CH2:10]. (2) Given the reactants [Cl:1][C:2]1[CH:3]=[C:4]2[C:8](=[CH:9][CH:10]=1)[NH:7][CH:6]=[C:5]2[CH:11]1[CH2:16][CH2:15][N:14](C(OC(C)(C)C)=O)[CH2:13][CH2:12]1, predict the reaction product. The product is: [ClH:1].[Cl:1][C:2]1[CH:3]=[C:4]2[C:8](=[CH:9][CH:10]=1)[NH:7][CH:6]=[C:5]2[CH:11]1[CH2:16][CH2:15][NH:14][CH2:13][CH2:12]1. (3) Given the reactants [OH:1][C@H:2]1[CH2:6][N:5]([C:7]([O:9][CH3:10])=[O:8])[C@H:4]([C:11]([OH:13])=[O:12])[CH2:3]1.C([O-])([O-])=O.[Cs+].[Cs+].Br[CH2:21][C:22]1[CH:27]=[CH:26][CH:25]=[CH:24][CH:23]=1, predict the reaction product. The product is: [OH:1][C@H:2]1[CH2:6][N:5]([C:7]([O:9][CH3:10])=[O:8])[C@H:4]([C:11]([O:13][CH2:21][C:22]2[CH:27]=[CH:26][CH:25]=[CH:24][CH:23]=2)=[O:12])[CH2:3]1. (4) Given the reactants [C:1]([O:5][C:6](=[O:14])[NH:7][CH:8]1[CH2:12][CH2:11][CH:10](O)[CH2:9]1)([CH3:4])([CH3:3])[CH3:2].COCCN(S(F)(F)[F:25])CCOC, predict the reaction product. The product is: [F:25][C@@H:10]1[CH2:11][CH2:12][C@H:8]([NH:7][C:6](=[O:14])[O:5][C:1]([CH3:4])([CH3:3])[CH3:2])[CH2:9]1. (5) Given the reactants [C:1]([O:5][C:6]([N:8]1[CH2:13][CH2:12][CH2:11][CH:10]([N:14]2[C:18]3=[N:19][CH:20]=[N:21][C:22](Cl)=[C:17]3[CH:16]=[N:15]2)[CH2:9]1)=[O:7])([CH3:4])([CH3:3])[CH3:2].[OH:24][C:25]1[CH:32]=[CH:31][CH:30]=[CH:29][C:26]=1[C:27]#[N:28].C(=O)([O-])[O-].[K+].[K+], predict the reaction product. The product is: [C:1]([O:5][C:6]([N:8]1[CH2:13][CH2:12][CH2:11][CH:10]([N:14]2[C:18]3=[N:19][CH:20]=[N:21][C:22]([O:24][C:25]4[CH:32]=[CH:31][CH:30]=[CH:29][C:26]=4[C:27]#[N:28])=[C:17]3[CH:16]=[N:15]2)[CH2:9]1)=[O:7])([CH3:4])([CH3:3])[CH3:2]. (6) Given the reactants [C:1]([O:5][C:6]([N:8]([CH3:44])[C@H:9]([C:19]([NH:21][C@H:22]([C:27]([N:29]([C@@H:31]([CH:41]([CH3:43])[CH3:42])/[CH:32]=[C:33](/[C:36]([O:38]CC)=[O:37])\[CH2:34][CH3:35])[CH3:30])=[O:28])[C:23]([CH3:26])([CH3:25])[CH3:24])=[O:20])[C:10]([CH3:18])([CH3:17])[C:11]1[CH:16]=[CH:15][CH:14]=[CH:13][CH:12]=1)=[O:7])([CH3:4])([CH3:3])[CH3:2].[OH-].[Li+], predict the reaction product. The product is: [C:1]([O:5][C:6]([N:8]([CH3:44])[C@H:9]([C:19]([NH:21][C@H:22]([C:27]([N:29]([C@@H:31]([CH:41]([CH3:43])[CH3:42])/[CH:32]=[C:33](/[C:36]([OH:38])=[O:37])\[CH2:34][CH3:35])[CH3:30])=[O:28])[C:23]([CH3:25])([CH3:24])[CH3:26])=[O:20])[C:10]([CH3:18])([CH3:17])[C:11]1[CH:12]=[CH:13][CH:14]=[CH:15][CH:16]=1)=[O:7])([CH3:2])([CH3:3])[CH3:4]. (7) Given the reactants [OH:1][CH:2]([C:5]1[CH:10]=[CH:9][C:8]([C:11]#[C:12][C:13]2[CH:38]=[CH:37][C:16]([C:17]([N:19]([CH3:36])[C@:20]([CH3:35])([C:25]([NH:27][O:28]C3CCCCO3)=[O:26])[C:21]([NH:23][CH3:24])=[O:22])=[O:18])=[CH:15][CH:14]=2)=[CH:7][C:6]=1[F:39])[CH2:3][OH:4].O.C1(C)C=CC(S(O)(=O)=O)=CC=1.C(=O)([O-])O.[Na+].[Cl-].[Na+], predict the reaction product. The product is: [OH:1][CH:2]([C:5]1[CH:10]=[CH:9][C:8]([C:11]#[C:12][C:13]2[CH:38]=[CH:37][C:16]([C:17]([N:19]([CH3:36])[C@@:20]([CH3:35])([C:21]([NH:23][CH3:24])=[O:22])[C:25]([NH:27][OH:28])=[O:26])=[O:18])=[CH:15][CH:14]=2)=[CH:7][C:6]=1[F:39])[CH2:3][OH:4]. (8) Given the reactants [ClH:1].[C:2]([CH2:5][N:6]1[CH:10]=[CH:9][N:8]=[C:7]1/[CH:11]=[C:12]1\[CH2:13][N:14]([CH:19]([C:25]2[CH:30]=[CH:29][CH:28]=[CH:27][C:26]=2[F:31])[C:20]([CH:22]2[CH2:24][CH2:23]2)=[O:21])[CH2:15][CH2:16][CH:17]\1[SH:18])([OH:4])=[O:3].C(N(CC)CC)C.[C:39](OC(=O)C)(=[O:41])[CH3:40], predict the reaction product. The product is: [ClH:1].[C:39]([S:18][CH:17]1[CH2:16][CH2:15][N:14]([CH:19]([C:25]2[CH:30]=[CH:29][CH:28]=[CH:27][C:26]=2[F:31])[C:20]([CH:22]2[CH2:23][CH2:24]2)=[O:21])[CH2:13]/[C:12]/1=[CH:11]\[C:7]1[N:6]([CH2:5][C:2]([OH:4])=[O:3])[CH:10]=[CH:9][N:8]=1)(=[O:41])[CH3:40].